This data is from Catalyst prediction with 721,799 reactions and 888 catalyst types from USPTO. The task is: Predict which catalyst facilitates the given reaction. (1) Reactant: [OH-].[Na+].CO.C([O:7][C:8]([C:10]1[C:14]([C:15]2[CH:20]=[CH:19][CH:18]=[C:17]([Cl:21])[CH:16]=2)=[CH:13][S:12][C:11]=1[N:22]1[C:30](=[O:31])[C:29]2[C:24](=[CH:25][CH:26]=[CH:27][CH:28]=2)[C:23]1=[O:32])=[O:9])C.Cl. Product: [Cl:21][C:17]1[CH:16]=[C:15]([C:14]2[C:10]([C:8]([OH:9])=[O:7])=[C:11]([N:22]3[C:30](=[O:31])[C:29]4[C:24](=[CH:25][CH:26]=[CH:27][CH:28]=4)[C:23]3=[O:32])[S:12][CH:13]=2)[CH:20]=[CH:19][CH:18]=1. The catalyst class is: 6. (2) Reactant: [Br:1][C:2]1[N:3]=[C:4]([Br:16])[C:5]2[N:6]([CH:8]=[C:9]([C:11](OCC)=[O:12])[N:10]=2)[CH:7]=1.CC(C[AlH]CC(C)C)C.Cl. The catalyst class is: 11. Product: [Br:1][C:2]1[N:3]=[C:4]([Br:16])[C:5]2[N:6]([CH:8]=[C:9]([CH2:11][OH:12])[N:10]=2)[CH:7]=1. (3) Reactant: [NH2:1][C:2]1[N:7]=[C:6](Br)[CH:5]=[CH:4][CH:3]=1.C(=O)([O-])[O-].[Na+].[Na+].O.[Cl:16][C:17]1[CH:41]=[CH:40][C:39](B2OC(C)(C)C(C)(C)O2)=[CH:38][C:18]=1[C:19]([NH:21][C:22]1[N:26]([C:27]2[CH:32]=[CH:31][CH:30]=[CH:29][CH:28]=2)[N:25]=[C:24]([C:33]([O:35][CH2:36][CH3:37])=[O:34])[CH:23]=1)=[O:20]. Product: [NH2:1][C:2]1[N:7]=[C:6]([C:39]2[CH:40]=[CH:41][C:17]([Cl:16])=[C:18]([CH:38]=2)[C:19]([NH:21][C:22]2[N:26]([C:27]3[CH:32]=[CH:31][CH:30]=[CH:29][CH:28]=3)[N:25]=[C:24]([C:33]([O:35][CH2:36][CH3:37])=[O:34])[CH:23]=2)=[O:20])[CH:5]=[CH:4][CH:3]=1. The catalyst class is: 12. (4) Reactant: [CH2:1]1[C:9]2[C:4](=[CH:5][CH:6]=[CH:7][CH:8]=2)[CH:3]=[C:2]1[CH2:10][CH2:11][C:12]1[CH2:13][C:14]2[C:19]([CH:20]=1)=[CH:18][CH:17]=[CH:16][CH:15]=2.[Li][CH2:22][CH2:23]CC.[CH3:26][CH2:27]CCCC.C(I)C. Product: [CH2:22]([CH:1]1[C:9]2[C:4](=[CH:5][CH:6]=[CH:7][CH:8]=2)[CH:3]=[C:2]1[CH2:10][CH2:11][C:12]1[CH:13]([CH2:26][CH3:27])[C:14]2[C:19]([CH:20]=1)=[CH:18][CH:17]=[CH:16][CH:15]=2)[CH3:23]. The catalyst class is: 1. (5) Reactant: [PH2:1]([O-:3])=[O:2].[NH4+].C[Si](C)(C)[NH:7][Si](C)(C)C.[F:14][C@@H:15]([CH2:25]I)[CH2:16][NH:17][C:18](=[O:24])[O:19][C:20]([CH3:23])([CH3:22])[CH3:21].COC1C=CC2CC3N(C(CC4C=CC=CC=4)C=2C=1OC)CCC1C3=CC(OC)=C(OC)C=1.FC(C)CP(=O)O.[NH4+].[OH-].N. Product: [NH4+:7].[PH2:1](=[O:3])[O:2][CH2:25][C@H:15]([F:14])[CH2:16][NH:17][C:18]([O:19][C:20]([CH3:23])([CH3:22])[CH3:21])=[O:24]. The catalyst class is: 226. (6) Reactant: [C:1]([O:5][C:6]([N:8]1[CH2:13][C@H:12]([CH2:14][N:15]2[CH2:19][CH2:18][C@@H:17]([F:20])[CH2:16]2)[N:11]([CH2:21][C:22]([O:24]CC2C=CC=CC=2)=[O:23])[CH2:10][C@H:9]1[CH3:32])=[O:7])([CH3:4])([CH3:3])[CH3:2]. Product: [C:1]([O:5][C:6]([N:8]1[CH2:13][C@H:12]([CH2:14][N:15]2[CH2:19][CH2:18][C@@H:17]([F:20])[CH2:16]2)[N:11]([CH2:21][C:22]([OH:24])=[O:23])[CH2:10][C@H:9]1[CH3:32])=[O:7])([CH3:4])([CH3:2])[CH3:3]. The catalyst class is: 14. (7) Reactant: [C:1](OC(=O)C)(=[O:3])C.C(O)=O.[CH3:11][O:12][C:13](=[O:22])[CH2:14][C:15]1[CH:20]=[CH:19][C:18]([NH2:21])=[CH:17][CH:16]=1. Product: [CH3:11][O:12][C:13](=[O:22])[CH2:14][C:15]1[CH:20]=[CH:19][C:18]([NH:21][CH:1]=[O:3])=[CH:17][CH:16]=1. The catalyst class is: 389. (8) Reactant: C(O[BH-](OC(=O)C)OC(=O)C)(=O)C.[Na+].[CH:15](=O)[C:16]1[CH:21]=[CH:20][CH:19]=[CH:18][CH:17]=1.[NH2:23][C:24]1[CH:29]=[CH:28][CH:27]=[CH:26][CH:25]=1. Product: [CH2:15]([NH:23][C:24]1[CH:29]=[CH:28][CH:27]=[CH:26][CH:25]=1)[C:16]1[CH:21]=[CH:20][CH:19]=[CH:18][CH:17]=1. The catalyst class is: 68. (9) Reactant: Cl[C:2]1[C:3]2[C:10]([I:11])=[CH:9][N:8]([C:12]3[CH:17]=[CH:16][CH:15]=[C:14]([N+:18]([O-:20])=[O:19])[CH:13]=3)[C:4]=2[N:5]=[CH:6][N:7]=1.[NH3:21].O. Product: [I:11][C:10]1[C:3]2[C:2]([NH2:21])=[N:7][CH:6]=[N:5][C:4]=2[N:8]([C:12]2[CH:17]=[CH:16][CH:15]=[C:14]([N+:18]([O-:20])=[O:19])[CH:13]=2)[CH:9]=1. The catalyst class is: 12.